The task is: Predict the reactants needed to synthesize the given product.. This data is from Full USPTO retrosynthesis dataset with 1.9M reactions from patents (1976-2016). (1) Given the product [C:2]1([NH:1][C@@H:10]([CH3:11])[CH2:9][C:8]([OH:13])=[O:12])[CH:7]=[CH:6][CH:5]=[CH:4][CH:3]=1, predict the reactants needed to synthesize it. The reactants are: [NH2:1][C:2]1[CH:7]=[CH:6][CH:5]=[CH:4][CH:3]=1.[C:8]1(=[O:13])[O:12][C@H:10]([CH3:11])[CH2:9]1.C([O-])([O-])=O.[K+].[K+]. (2) Given the product [Cl:28][CH2:29][C:30]([NH:20][C:18]1[N:19]=[C:15]2[CH:14]=[CH:13][CH:12]=[C:11]([C:9]3[CH:8]=[CH:7][C:6]4[O:1][CH2:2][CH2:3][O:4][C:5]=4[CH:10]=3)[N:16]2[N:17]=1)=[O:31], predict the reactants needed to synthesize it. The reactants are: [O:1]1[C:6]2[CH:7]=[CH:8][C:9]([C:11]3[N:16]4[N:17]=[C:18]([NH2:20])[N:19]=[C:15]4[CH:14]=[CH:13][CH:12]=3)=[CH:10][C:5]=2[O:4][CH2:3][CH2:2]1.C(N(CC)CC)C.[Cl:28][CH2:29][C:30](Cl)=[O:31].O.